Dataset: Catalyst prediction with 721,799 reactions and 888 catalyst types from USPTO. Task: Predict which catalyst facilitates the given reaction. (1) Reactant: [NH2:1][C:2]1[CH:7]=[CH:6][C:5]([C:8]2[C:16]3[C:11](=[CH:12][N:13]=[CH:14][CH:15]=3)[NH:10][C:9]=2[C:17]([NH2:19])=[O:18])=[CH:4][CH:3]=1.[CH3:20][O:21][C:22]1[CH:27]=[CH:26][C:25]([CH3:28])=[CH:24][C:23]=1[N:29]=[C:30]=[O:31]. Product: [CH3:20][O:21][C:22]1[CH:27]=[CH:26][C:25]([CH3:28])=[CH:24][C:23]=1[NH:29][C:30](=[O:31])[NH:1][C:2]1[CH:3]=[CH:4][C:5]([C:8]2[C:16]3[C:11](=[CH:12][N:13]=[CH:14][CH:15]=3)[NH:10][C:9]=2[C:17]([NH2:19])=[O:18])=[CH:6][CH:7]=1. The catalyst class is: 217. (2) Reactant: C([O:8][C:9]1[CH:14]=[CH:13][CH:12]=[CH:11][C:10]=1[C:15]1[N:19]([CH2:20][O:21][CH3:22])[C:18]2[C:23]([CH:30]=O)=[C:24]([C:26]([O:28][CH3:29])=[O:27])[S:25][C:17]=2[C:16]=1[CH:32]1[CH2:37][CH2:36][CH2:35][CH2:34][CH2:33]1)C1C=CC=CC=1. Product: [CH:32]1([C:16]2[C:17]3[S:25][C:24]([C:26]([O:28][CH3:29])=[O:27])=[C:23]([CH3:30])[C:18]=3[N:19]([CH2:20][O:21][CH3:22])[C:15]=2[C:10]2[CH:11]=[CH:12][CH:13]=[CH:14][C:9]=2[OH:8])[CH2:33][CH2:34][CH2:35][CH2:36][CH2:37]1. The catalyst class is: 25. (3) Reactant: Cl[C:2]1[C:7]([O:8][CH3:9])=[C:6](Cl)[N:5]=[CH:4][N:3]=1.[C:11]1([CH:17]2[CH2:22][CH2:21][NH:20][CH2:19][CH2:18]2)[CH:16]=[CH:15][CH:14]=[CH:13][CH:12]=1.C(=O)([O-])[O-].[K+].[K+].[NH2:29][NH2:30]. Product: [NH:29]([C:2]1[C:7]([O:8][CH3:9])=[C:6]([N:20]2[CH2:19][CH2:18][CH:17]([C:11]3[CH:16]=[CH:15][CH:14]=[CH:13][CH:12]=3)[CH2:22][CH2:21]2)[N:5]=[CH:4][N:3]=1)[NH2:30]. The catalyst class is: 38. (4) Product: [Br:1][C:2]1[CH:10]=[CH:9][C:8]([F:11])=[CH:7][C:3]=1[C:4]([N:6]=[C:14]([N:16]([CH3:18])[CH3:17])[CH3:15])=[O:5]. Reactant: [Br:1][C:2]1[CH:10]=[CH:9][C:8]([F:11])=[CH:7][C:3]=1[C:4]([NH2:6])=[O:5].CO[C:14](OC)([N:16]([CH3:18])[CH3:17])[CH3:15]. The catalyst class is: 5. (5) Reactant: [NH:1]1[CH2:5][CH2:4][C@H:3]([NH:6][C:7](=[O:13])[O:8][C:9]([CH3:12])([CH3:11])[CH3:10])[CH2:2]1.C(N(CC)CC)C.[CH:21]1([C:24](Cl)=[O:25])[CH2:23][CH2:22]1. Product: [CH:21]1([C:24]([N:1]2[CH2:5][CH2:4][C@H:3]([NH:6][C:7](=[O:13])[O:8][C:9]([CH3:10])([CH3:12])[CH3:11])[CH2:2]2)=[O:25])[CH2:23][CH2:22]1. The catalyst class is: 2.